Dataset: Catalyst prediction with 721,799 reactions and 888 catalyst types from USPTO. Task: Predict which catalyst facilitates the given reaction. (1) Reactant: [CH2:1]([O:8][CH:9]1[CH:13]([O:14][CH2:15][C:16]2[CH:21]=[CH:20][CH:19]=[CH:18][CH:17]=2)[CH:12]([CH2:22][O:23][CH2:24][C:25]2[CH:30]=[CH:29][CH:28]=[CH:27][CH:26]=2)[O:11][C:10]1([C:32]1[N:40]2[C:35]([C:36]([S:41][CH3:42])=[N:37][CH:38]=[N:39]2)=[CH:34][CH:33]=1)O)[C:2]1[CH:7]=[CH:6][CH:5]=[CH:4][CH:3]=1.C([SiH](CC)CC)C.FB(F)F. Product: [CH2:1]([O:8][C@@H:9]1[C@H:13]([O:14][CH2:15][C:16]2[CH:17]=[CH:18][CH:19]=[CH:20][CH:21]=2)[C@@H:12]([CH2:22][O:23][CH2:24][C:25]2[CH:30]=[CH:29][CH:28]=[CH:27][CH:26]=2)[O:11][C@H:10]1[C:32]1[N:40]2[C:35]([C:36]([S:41][CH3:42])=[N:37][CH:38]=[N:39]2)=[CH:34][CH:33]=1)[C:2]1[CH:7]=[CH:6][CH:5]=[CH:4][CH:3]=1. The catalyst class is: 2. (2) The catalyst class is: 1. Product: [Br:1][C:2]1[CH:7]=[CH:6][C:5]([N:8]2[CH2:9][CH2:10][C:11]([CH3:15])([OH:14])[CH2:12][CH2:13]2)=[CH:4][CH:3]=1. Reactant: [Br:1][C:2]1[CH:7]=[CH:6][C:5]([N:8]2[CH2:13][CH2:12][C:11](=[O:14])[CH2:10][CH2:9]2)=[CH:4][CH:3]=1.[CH3:15][Mg]Cl. (3) Reactant: [CH3:1][O:2][CH2:3][CH2:4][O:5][C:6]1[CH:15]=[CH:14][C:9]([C:10](OC)=O)=[CH:8][C:7]=1[N+:16]([O-:18])=[O:17].[BH4-].[Li+].Cl.S(Cl)([Cl:24])=O. Product: [Cl:24][CH2:10][C:9]1[CH:14]=[CH:15][C:6]([O:5][CH2:4][CH2:3][O:2][CH3:1])=[C:7]([N+:16]([O-:18])=[O:17])[CH:8]=1. The catalyst class is: 1. (4) Reactant: [CH:1]([C:4]1[CH:9]=[CH:8][C:7]([C:10]2[O:14][C:13]([C:15]3[CH:16]=[C:17]([CH:23]=[CH:24][CH:25]=3)[C:18]([O:20]CC)=[O:19])=[N:12][CH:11]=2)=[CH:6][CH:5]=1)([CH3:3])[CH3:2].[OH-].[Li+]. Product: [CH:1]([C:4]1[CH:5]=[CH:6][C:7]([C:10]2[O:14][C:13]([C:15]3[CH:16]=[C:17]([CH:23]=[CH:24][CH:25]=3)[C:18]([OH:20])=[O:19])=[N:12][CH:11]=2)=[CH:8][CH:9]=1)([CH3:3])[CH3:2]. The catalyst class is: 24. (5) Reactant: Cl[C:2]1[CH:11]=[CH:10][C:9]2[C:4](=[CH:5][CH:6]=[N:7][C:8]=2[Cl:12])[N:3]=1.B(O)(O)[C:14]1[CH:19]=[CH:18][N:17]=[C:16]([CH3:20])[CH:15]=1.C([O-])([O-])=O.[Na+].[Na+].O1CCOCC1. Product: [Cl:12][C:8]1[N:7]=[CH:6][CH:5]=[C:4]2[C:9]=1[CH:10]=[CH:11][C:2]([C:14]1[CH:19]=[CH:18][N:17]=[C:16]([CH3:20])[CH:15]=1)=[N:3]2. The catalyst class is: 103. (6) Reactant: O=[C:2]([C:6]1[CH:11]=[CH:10][CH:9]=[CH:8][N:7]=1)[CH2:3][C:4]#[N:5].[OH:12][CH2:13][CH2:14][NH:15][NH2:16]. Product: [NH2:5][C:4]1[N:15]([CH2:14][CH2:13][OH:12])[N:16]=[C:2]([C:6]2[CH:11]=[CH:10][CH:9]=[CH:8][N:7]=2)[CH:3]=1. The catalyst class is: 14. (7) Reactant: [CH2:1]([C:3]1[CH:8]=[CH:7][C:6]([O:9][C:10]2[CH:15]=[CH:14][C:13]([N+:16]([O-])=O)=[CH:12][C:11]=2[C:19]([F:22])([F:21])[F:20])=[C:5]([O:23][CH3:24])[CH:4]=1)[CH3:2]. Product: [CH2:1]([C:3]1[CH:8]=[CH:7][C:6]([O:9][C:10]2[CH:15]=[CH:14][C:13]([NH2:16])=[CH:12][C:11]=2[C:19]([F:20])([F:22])[F:21])=[C:5]([O:23][CH3:24])[CH:4]=1)[CH3:2]. The catalyst class is: 123.